From a dataset of Full USPTO retrosynthesis dataset with 1.9M reactions from patents (1976-2016). Predict the reactants needed to synthesize the given product. (1) Given the product [N:20]1([C:13]([O:15][C:16]([CH3:17])([CH3:18])[CH3:19])=[O:14])[CH2:27][CH2:26][CH2:25][C@H:21]1[C:22]([N:38]1[CH2:39][CH2:40][CH2:41][C@@H:37]1[C:36]([O:35][CH2:28][C:29]1[CH:30]=[CH:31][CH:32]=[CH:33][CH:34]=1)=[O:42])=[O:24], predict the reactants needed to synthesize it. The reactants are: CCN=C=NCCCN(C)C.Cl.[C:13]([N:20]1[CH2:27][CH2:26][CH2:25][C@H:21]1[C:22]([OH:24])=O)([O:15][C:16]([CH3:19])([CH3:18])[CH3:17])=[O:14].[CH2:28]([O:35][C:36](=[O:42])[C@H:37]1[CH2:41][CH2:40][CH2:39][NH:38]1)[C:29]1[CH:34]=[CH:33][CH:32]=[CH:31][CH:30]=1. (2) Given the product [Br:9][C:3]1[C:2]([NH2:1])=[N:7][C:6]([O:8][CH3:10])=[CH:5][CH:4]=1, predict the reactants needed to synthesize it. The reactants are: [NH2:1][C:2]1[N:7]=[C:6]([OH:8])[CH:5]=[CH:4][C:3]=1[Br:9].[C:10]([O-])([O-])=O.[K+].[K+].CI. (3) Given the product [CH3:9][O:8][C:5]1[CH:4]=[C:3]2[C:2](=[CH:7][CH:6]=1)[C:15]1[C:14](=[C:23]3[C:18](=[CH:17][CH:16]=1)[CH:19]=[CH:20][CH:21]=[N:22]3)[NH:13][S:10]2(=[O:11])=[O:12], predict the reactants needed to synthesize it. The reactants are: N[C:2]1[CH:7]=[CH:6][C:5]([O:8][CH3:9])=[CH:4][C:3]=1[S:10]([NH:13][C:14]1[CH:15]=[CH:16][CH:17]=[C:18]2[C:23]=1[N:22]=[CH:21][CH:20]=[CH:19]2)(=[O:12])=[O:11].N(OC(C)(C)C)=O.CC(O)=O. (4) Given the product [NH2:7][CH:8]1[CH2:16][C:15]2[C:10](=[CH:11][CH:12]=[C:13]([NH:17][C:18]([C:20]3[C:21]([C:27]4[CH:28]=[CH:29][C:30]([C:33]([F:34])([F:35])[F:36])=[CH:31][CH:32]=4)=[C:22]([CH3:26])[CH:23]=[CH:24][CH:25]=3)=[O:19])[CH:14]=2)[CH2:9]1, predict the reactants needed to synthesize it. The reactants are: C(OC(=O)[NH:7][CH:8]1[CH2:16][C:15]2[C:10](=[CH:11][CH:12]=[C:13]([NH:17][C:18]([C:20]3[C:21]([C:27]4[CH:32]=[CH:31][C:30]([C:33]([F:36])([F:35])[F:34])=[CH:29][CH:28]=4)=[C:22]([CH3:26])[CH:23]=[CH:24][CH:25]=3)=[O:19])[CH:14]=2)[CH2:9]1)(C)(C)C. (5) Given the product [CH3:1][O:2][C:3](=[O:25])[CH2:4][C:5]1[C:14]([CH3:15])=[C:13]([OH:16])[C:12]2[C:7](=[CH:8][CH:9]=[C:10]([F:24])[CH:11]=2)[CH:6]=1, predict the reactants needed to synthesize it. The reactants are: [CH3:1][O:2][C:3](=[O:25])[CH2:4][C:5]1[C:14]([CH3:15])=[C:13]([O:16]CC2C=CC=CC=2)[C:12]2[C:7](=[CH:8][CH:9]=[C:10]([F:24])[CH:11]=2)[CH:6]=1. (6) Given the product [Br:15][C:9]1[S:8][C:7]([CH3:6])=[N:11][C:10]=1[C:12]([OH:14])=[O:13], predict the reactants needed to synthesize it. The reactants are: [Li]CCCC.[CH3:6][C:7]1[S:8][CH:9]=[C:10]([C:12]([OH:14])=[O:13])[N:11]=1.[Br:15]Br.O. (7) Given the product [C:17]([O:9][CH2:8][CH2:7][C:1]1[CH:6]=[CH:5][CH:4]=[CH:3][CH:2]=1)(=[O:20])[CH:18]=[CH2:19], predict the reactants needed to synthesize it. The reactants are: [C:1]1([CH2:7][CH2:8][OH:9])[CH:6]=[CH:5][CH:4]=[CH:3][CH:2]=1.C(N(CC)CC)C.[C:17](Cl)(=[O:20])[CH:18]=[CH2:19].CO. (8) Given the product [CH3:8][C:3]1[C:2]([O:1][CH2:11][C:10]#[CH:9])=[CH:7][CH:6]=[CH:5][N:4]=1, predict the reactants needed to synthesize it. The reactants are: [OH:1][C:2]1[C:3]([CH3:8])=[N:4][CH:5]=[CH:6][CH:7]=1.[CH2:9](Cl)[C:10]#[CH:11].N1NN=C(COC2C=CC(N3C=NN=N3)=NC=2)C=1. (9) Given the product [OH:1][C:2]1[CH:9]=[CH:8][C:5]([CH2:6][N:13]2[CH2:12][CH2:11][N:10]([C:16]([O:18][C:19]([CH3:22])([CH3:21])[CH3:20])=[O:17])[CH2:15][CH2:14]2)=[CH:4][CH:3]=1, predict the reactants needed to synthesize it. The reactants are: [OH:1][C:2]1[CH:9]=[CH:8][C:5]([CH:6]=O)=[CH:4][CH:3]=1.[N:10]1([C:16]([O:18][C:19]([CH3:22])([CH3:21])[CH3:20])=[O:17])[CH2:15][CH2:14][NH:13][CH2:12][CH2:11]1.[BH3-]C#N.[Na+].